From a dataset of Full USPTO retrosynthesis dataset with 1.9M reactions from patents (1976-2016). Predict the reactants needed to synthesize the given product. (1) Given the product [Br:1][C:2]1[CH:10]=[CH:9][C:8]([CH2:11][Br:12])=[CH:7][C:3]=1[CH2:4][OH:5], predict the reactants needed to synthesize it. The reactants are: [Br:1][C:2]1[CH:10]=[CH:9][C:8]([CH2:11][Br:12])=[CH:7][C:3]=1[C:4](O)=[O:5].CO. (2) Given the product [Br:5][C:6]1[CH:12]=[C:11]([O:13][CH3:14])[C:9]([Cl:17])=[C:8]([O:15][CH3:16])[CH:7]=1, predict the reactants needed to synthesize it. The reactants are: N([O-])=O.[Na+].[Br:5][C:6]1[CH:12]=[C:11]([O:13][CH3:14])[C:9](N)=[C:8]([O:15][CH3:16])[CH:7]=1.[ClH:17]. (3) The reactants are: [Br:1][C:2]1[CH:7]=[CH:6][C:5]([CH2:8][CH2:9][CH2:10][C:11]2[N:15]([C:16]3[CH:21]=[CH:20][CH:19]=[CH:18][C:17]=3[F:22])[C:14](=[O:23])[NH:13][N:12]=2)=[CH:4][CH:3]=1.C(=O)([O-])[O-].[K+].[K+].[F:30][C:31]([F:40])([F:39])[C:32]1[CH:37]=[CH:36][C:35](I)=[CH:34][CH:33]=1.CN[C@@H]1CCCC[C@H]1NC. Given the product [Br:1][C:2]1[CH:7]=[CH:6][C:5]([CH2:8][CH2:9][CH2:10][C:11]2[N:15]([C:16]3[CH:21]=[CH:20][CH:19]=[CH:18][C:17]=3[F:22])[C:14](=[O:23])[N:13]([C:35]3[CH:36]=[CH:37][C:32]([C:31]([F:40])([F:39])[F:30])=[CH:33][CH:34]=3)[N:12]=2)=[CH:4][CH:3]=1, predict the reactants needed to synthesize it. (4) Given the product [CH3:12][O:13][C:14](=[O:20])[CH:15]([CH2:22][C:23]1[CH:24]=[CH:25][C:26]([S:29]([CH3:32])(=[O:31])=[O:30])=[CH:27][CH:28]=1)[C:16](=[O:19])[CH2:17][CH3:18], predict the reactants needed to synthesize it. The reactants are: CC(C)([O-])C.[K+].C(O)(C)(C)C.[CH3:12][O:13][C:14](=[O:20])[CH2:15][C:16](=[O:19])[CH2:17][CH3:18].Cl[CH2:22][C:23]1[CH:28]=[CH:27][C:26]([S:29]([CH3:32])(=[O:31])=[O:30])=[CH:25][CH:24]=1. (5) Given the product [CH2:1]([O:8][C:9](=[O:37])[CH2:10][CH:11]([NH:36][C:98](=[O:101])[CH:42]([P:38]([O:41][CH2:89][CH3:90])([O:40][CH2:56][CH3:57])=[O:39])[CH2:43][CH2:103][C:50]1[CH:49]=[CH:48][CH:47]=[CH:46][CH:51]=1)[C:12]([NH:14][CH:15]([C:26]([O:28][CH2:29][C:30]1[CH:31]=[CH:32][CH:33]=[CH:34][CH:35]=1)=[O:27])[CH2:16][C:17]1[C:25]2[C:20](=[CH:21][CH:22]=[CH:23][CH:24]=2)[NH:19][CH:18]=1)=[O:13])[C:2]1[CH:7]=[CH:6][CH:5]=[CH:4][CH:3]=1, predict the reactants needed to synthesize it. The reactants are: [CH2:1]([O:8][C:9](=[O:37])[CH2:10][CH:11]([NH2:36])[C:12]([NH:14][CH:15]([C:26]([O:28][CH2:29][C:30]1[CH:35]=[CH:34][CH:33]=[CH:32][CH:31]=1)=[O:27])[CH2:16][C:17]1[C:25]2[C:20](=[CH:21][CH:22]=[CH:23][CH:24]=2)[NH:19][CH:18]=1)=[O:13])[C:2]1[CH:7]=[CH:6][CH:5]=[CH:4][CH:3]=1.[P:38]([CH2:42][C:43](O)=O)([OH:41])([OH:40])=[O:39].[CH:46]1[CH:47]=[CH:48][C:49]2N(O)N=N[C:50]=2[CH:51]=1.[CH2:56]1CN([P+](ON2N=NC3C=CC=CC2=3)(N2CCCC2)N2CCCC2)C[CH2:57]1.F[P-](F)(F)(F)(F)F.[CH3:89][CH2:90]N(C(C)C)C(C)C.[C:98]([O-:101])(O)=O.[Na+].[CH3:103]N(C=O)C. (6) Given the product [NH2:8][CH:5]1[CH2:6][CH2:7][CH:2]([OH:1])[C:3]([CH3:11])([CH3:10])[CH2:4]1, predict the reactants needed to synthesize it. The reactants are: [OH:1][CH:2]1[CH2:7][CH2:6]/[C:5](=[N:8]\O)/[CH2:4][C:3]1([CH3:11])[CH3:10].C(Cl)Cl. (7) Given the product [ClH:49].[CH3:1][N:2]1[C:6]([CH3:7])=[C:5]([CH2:8][N:9]2[CH2:10][CH2:11][N:12]([C:15]3[C:20]([C:21]4[CH:26]=[CH:25][C:24]([CH2:27][O:28][C:38](=[O:43])[NH:37][CH3:36])=[CH:23][CH:22]=4)=[N:19][CH:18]=[CH:17][N:16]=3)[CH2:13][CH2:14]2)[CH:4]=[N:3]1, predict the reactants needed to synthesize it. The reactants are: [CH3:1][N:2]1[C:6]([CH3:7])=[C:5]([CH2:8][N:9]2[CH2:14][CH2:13][N:12]([C:15]3[C:20]([C:21]4[CH:26]=[CH:25][C:24]([CH2:27][OH:28])=[CH:23][CH:22]=4)=[N:19][CH:18]=[CH:17][N:16]=3)[CH2:11][CH2:10]2)[CH:4]=[N:3]1.C([C:36]1[NH:37][CH:38]=CN=1)(C1NC=CN=1)=O.CN.[O:43]1CCCC1.C(Cl)[Cl:49].